This data is from Forward reaction prediction with 1.9M reactions from USPTO patents (1976-2016). The task is: Predict the product of the given reaction. (1) The product is: [CH:21]([CH:23]1[C:31]2[C:30]([N:43]3[CH2:42][CH2:41][N:40]([C:46]([O:48][C:49]([CH3:52])([CH3:51])[CH3:50])=[O:47])[CH2:45][CH2:44]3)=[N:29][CH:28]=[N:27][C:26]=2[CH2:25][CH2:24]1)=[CH2:22]. Given the reactants NC1CCC(C=C)C=1C(OCC)=O.C([O-])=O.[NH4+].C(N)=O.[CH:21]([CH:23]1[C:31]2[C:30](=O)[NH:29][CH:28]=[N:27][C:26]=2[CH2:25][CH2:24]1)=[CH2:22].O=P(Cl)(Cl)Cl.[OH-].[K+].[N:40]1([C:46]([O:48][C:49]([CH3:52])([CH3:51])[CH3:50])=[O:47])[CH2:45][CH2:44][NH:43][CH2:42][CH2:41]1, predict the reaction product. (2) Given the reactants NC1C=CC(F)=CC=1C(NC)=O.Cl[C:14]1[C:19]([C:20]([F:23])([F:22])[F:21])=[CH:18][N:17]=[C:16]([NH:24][C:25]2[CH:39]=[CH:38][C:28]([CH2:29][P:30](=[O:37])([O:34][CH2:35][CH3:36])[O:31][CH2:32][CH3:33])=[CH:27][C:26]=2[O:40][CH3:41])[N:15]=1.[NH2:42][C:43]1[CH:52]=[CH:51][C:50]([C@@H:53]2[CH2:58][CH2:57][C@H:56]([C:59]([O:61][CH2:62][CH3:63])=[O:60])[CH2:55][CH2:54]2)=[C:49]2[C:44]=1[C:45](=[O:65])[C:46]([CH3:64])=[CH:47][NH:48]2, predict the reaction product. The product is: [CH2:32]([O:31][P:30]([CH2:29][C:28]1[CH:38]=[CH:39][C:25]([NH:24][C:16]2[N:15]=[C:14]([NH:42][C:43]3[CH:52]=[CH:51][C:50]([C@@H:53]4[CH2:54][CH2:55][C@H:56]([C:59]([O:61][CH2:62][CH3:63])=[O:60])[CH2:57][CH2:58]4)=[C:49]4[C:44]=3[C:45](=[O:65])[C:46]([CH3:64])=[CH:47][NH:48]4)[C:19]([C:20]([F:23])([F:22])[F:21])=[CH:18][N:17]=2)=[C:26]([O:40][CH3:41])[CH:27]=1)([O:34][CH2:35][CH3:36])=[O:37])[CH3:33]. (3) Given the reactants [C:1]([O:5][C:6]([N:8]1[CH2:12][CH2:11][CH2:10][C@H:9]1[CH2:13][OH:14])=[O:7])([CH3:4])([CH3:3])[CH3:2].[Cl:15][C:16]1[CH:21]=[C:20]([N+:22]([O-:24])=[O:23])[CH:19]=[CH:18][C:17]=1O, predict the reaction product. The product is: [Cl:15][C:16]1[CH:21]=[C:20]([N+:22]([O-:24])=[O:23])[CH:19]=[CH:18][C:17]=1[O:14][CH2:13][C@@H:9]1[CH2:10][CH2:11][CH2:12][N:8]1[C:6]([O:5][C:1]([CH3:4])([CH3:3])[CH3:2])=[O:7]. (4) Given the reactants [F:1][C:2]1[CH:3]=[C:4]([CH2:9][C@@H:10]([C:28]2[C:33]([C:34]3[CH:35]=[CH:36][C:37]([F:43])=[C:38]([CH:42]=3)[C:39]([NH2:41])=[O:40])=[CH:32][CH:31]=[CH:30][N:29]=2)[NH:11][C:12](=[O:27])[CH2:13][N:14]2[C:18]3[CH2:19][CH2:20][C:21](=[O:22])[C:17]=3[C:16]([C:23]([F:26])([F:25])[F:24])=[N:15]2)[CH:5]=[C:6]([F:8])[CH:7]=1.C(Cl)Cl.[BH4-].[Na+], predict the reaction product. The product is: [F:8][C:6]1[CH:5]=[C:4]([CH2:9][C@@H:10]([C:28]2[C:33]([C:34]3[CH:35]=[CH:36][C:37]([F:43])=[C:38]([CH:42]=3)[C:39]([NH2:41])=[O:40])=[CH:32][CH:31]=[CH:30][N:29]=2)[NH:11][C:12](=[O:27])[CH2:13][N:14]2[C:18]3[CH2:19][CH2:20][CH:21]([OH:22])[C:17]=3[C:16]([C:23]([F:24])([F:25])[F:26])=[N:15]2)[CH:3]=[C:2]([F:1])[CH:7]=1. (5) Given the reactants Cl[CH2:2][CH2:3][C:4]1[C:5]2[CH:19]=[C:18]([C:20]([CH3:33])([C:22]3[O:23][C:24]([C:27]4[CH:32]=[CH:31][CH:30]=[CH:29][CH:28]=4)=[N:25][N:26]=3)[CH3:21])[S:17][C:6]=2[NH:7][C:8]=1[C:9]1[CH:14]=[C:13]([CH3:15])[CH:12]=[C:11]([CH3:16])[CH:10]=1.C(N(C(C)C)CC)(C)C.[O:43]=[C:44]([N:52]1[CH2:56][CH2:55][CH2:54][CH2:53]1)[CH2:45][N:46]1[CH2:51][CH2:50][NH:49][CH2:48][CH2:47]1, predict the reaction product. The product is: [CH3:15][C:13]1[CH:14]=[C:9]([C:8]2[NH:7][C:6]3[S:17][C:18]([C:20]([CH3:21])([C:22]4[O:23][C:24]([C:27]5[CH:28]=[CH:29][CH:30]=[CH:31][CH:32]=5)=[N:25][N:26]=4)[CH3:33])=[CH:19][C:5]=3[C:4]=2[CH2:3][CH2:2][N:49]2[CH2:48][CH2:47][N:46]([CH2:45][C:44](=[O:43])[N:52]3[CH2:53][CH2:54][CH2:55][CH2:56]3)[CH2:51][CH2:50]2)[CH:10]=[C:11]([CH3:16])[CH:12]=1. (6) Given the reactants [Zr:1].C([P:7]([OH:10])(=[O:9])[OH:8])[P:7]([OH:10])(=[O:9])[OH:8], predict the reaction product. The product is: [PH:7]([O:10][PH:7]([O-:8])=[O:9])([O-:9])=[O:8].[Zr+4:1].[PH:7]([O:10][PH:7]([O-:8])=[O:9])([O-:9])=[O:8].